From a dataset of Catalyst prediction with 721,799 reactions and 888 catalyst types from USPTO. Predict which catalyst facilitates the given reaction. Product: [Cl:22][C:12]1[CH:13]=[C:14]2[C:9](=[CH:10][CH:11]=1)[N:8]=[C:7]([CH:23]1[CH2:24][CH2:25][CH2:26][CH2:27]1)[C:6]([C:4]([OH:5])=[O:3])=[C:15]2[C:16]1[CH:17]=[CH:18][CH:19]=[CH:20][CH:21]=1. Reactant: C([O:3][C:4]([C:6]1[C:7]([CH:23]2[CH2:27][CH2:26][CH2:25][CH2:24]2)=[N:8][C:9]2[C:14]([C:15]=1[C:16]1[CH:21]=[CH:20][CH:19]=[CH:18][CH:17]=1)=[CH:13][C:12]([Cl:22])=[CH:11][CH:10]=2)=[O:5])C.[I-].[Li+]. The catalyst class is: 17.